Dataset: Reaction yield outcomes from USPTO patents with 853,638 reactions. Task: Predict the reaction yield, written as a fraction of the theoretical maximum amount of product (1.0 means a 100% yield; for example, 0.34 means a 34% yield). (1) The reactants are [CH:1]([C:3]1[C:12]2[C:11](=[O:13])[O:10][C:9](C)(C)[O:8][C:7]=2[CH:6]=[CH:5][CH:4]=1)=[CH2:2].C[O-].[Na+].CO. The catalyst is Cl. The product is [CH:1]([C:3]1[CH:4]=[CH:5][CH:6]=[C:7]([OH:8])[C:12]=1[C:11]([O:10][CH3:9])=[O:13])=[CH2:2]. The yield is 0.570. (2) The reactants are [C:1]([O:4][CH:5]1[C:6]([OH:39])([CH3:38])[CH2:7][CH2:8][CH:9]([OH:37])[CH2:10][C:11]([O:13][CH:14](/[C:19](/[CH3:36])=[CH:20]/[CH:21]=[CH:22]/[C:23]([OH:35])([CH3:34])[CH2:24][CH:25]2[O:33][CH:26]2[CH:27]([CH3:32])[CH:28]([OH:31])[CH2:29][CH3:30])[CH:15]([CH3:18])[CH:16]=[CH:17]1)=[O:12])(=[O:3])[CH3:2].Cl[Si:41]([CH2:46][CH3:47])([CH2:44][CH3:45])[CH2:42][CH3:43]. The catalyst is ClCCl.C(OCC)(=O)C. The product is [C:1]([O:4][CH:5]1[C:6]([OH:39])([CH3:38])[CH2:7][CH2:8][CH:9]([O:37][Si:41]([CH2:46][CH3:47])([CH2:44][CH3:45])[CH2:42][CH3:43])[CH2:10][C:11]([O:13][CH:14](/[C:19](/[CH3:36])=[CH:20]/[CH:21]=[CH:22]/[C:23]([CH3:34])([O:35][Si:41]([CH2:46][CH3:47])([CH2:44][CH3:45])[CH2:42][CH3:43])[CH2:24][CH:25]2[O:33][CH:26]2[CH:27]([CH3:32])[CH:28]([O:31][Si:41]([CH2:46][CH3:47])([CH2:44][CH3:45])[CH2:42][CH3:43])[CH2:29][CH3:30])[CH:15]([CH3:18])[CH:16]=[CH:17]1)=[O:12])(=[O:3])[CH3:2]. The yield is 0.980. (3) The catalyst is CCOC(C)=O.C(Cl)Cl. The yield is 0.740. The reactants are [CH3:1][O:2][C:3]([C:5]1[S:13][C:12]2[C:7](=[N:8][CH:9]=[CH:10][C:11]=2[O:14][C:15]2[CH:16]=[C:17]3[C:21](=[CH:22][CH:23]=2)[NH:20][C:19]([CH3:24])=[CH:18]3)[CH:6]=1)=[O:4].C1CCN2[C:28](=[N:29][CH2:30]CC2)CC1.ClC(OC1C=CC([N+]([O-])=O)=CC=1)=[O:38].CN.C([O-])(O)=O.[Na+]. The product is [CH3:1][O:2][C:3]([C:5]1[S:13][C:12]2[C:7](=[N:8][CH:9]=[CH:10][C:11]=2[O:14][C:15]2[CH:16]=[C:17]3[C:21](=[CH:22][CH:23]=2)[N:20]([C:30](=[O:38])[NH:29][CH3:28])[C:19]([CH3:24])=[CH:18]3)[CH:6]=1)=[O:4]. (4) The reactants are [OH:1][C:2]1[CH:3]=[C:4]([CH:7]=[CH:8][CH:9]=1)[C:5]#[N:6].[CH3:10][O:11][C:12](=[O:16])[C:13]#[C:14][CH3:15].N12CCCN=C1CCCCC2. The catalyst is O1CCCC1. The product is [CH3:10][O:11][C:12](=[O:16])/[CH:13]=[C:14](/[O:1][C:2]1[CH:9]=[CH:8][CH:7]=[C:4]([C:5]#[N:6])[CH:3]=1)\[CH3:15]. The yield is 0.760. (5) The reactants are [C:1](=[O:12])(OC(Cl)(Cl)Cl)OC(Cl)(Cl)Cl.[NH2:13][C:14]1[CH:15]=[C:16]([CH:33]=[CH:34][C:35]=1[F:36])[O:17][C:18]1[N:23]=[C:22]2[S:24][C:25]([NH:27][C:28]([CH:30]3[CH2:32][CH2:31]3)=[O:29])=[N:26][C:21]2=[CH:20][CH:19]=1.C(N(CC)CC)C.[F:44][C:45]([F:55])([F:54])[C:46]1[CH:51]=[CH:50][C:49]([CH2:52][NH2:53])=[CH:48][CH:47]=1. The catalyst is O1CCCC1.C(OCC)(=O)C. The product is [F:36][C:35]1[CH:34]=[CH:33][C:16]([O:17][C:18]2[N:23]=[C:22]3[S:24][C:25]([NH:27][C:28]([CH:30]4[CH2:32][CH2:31]4)=[O:29])=[N:26][C:21]3=[CH:20][CH:19]=2)=[CH:15][C:14]=1[NH:13][C:1](=[O:12])[NH:53][CH2:52][C:49]1[CH:48]=[CH:47][C:46]([C:45]([F:44])([F:54])[F:55])=[CH:51][CH:50]=1. The yield is 0.410. (6) The product is [CH3:1][N:2]1[CH2:7][CH2:6][N:5]([CH2:8][C:9]#[C:10][CH2:11][N:12]2[CH:16]=[C:15]([C:17]3[NH:25][C:24]4[C:23](=[O:34])[N:22]([CH2:35][CH2:36][CH3:37])[C:21](=[O:38])[N:20]([CH2:39][CH2:40][CH3:41])[C:19]=4[N:18]=3)[CH:14]=[N:13]2)[CH2:4][CH2:3]1. The reactants are [CH3:1][N:2]1[CH2:7][CH2:6][N:5]([CH2:8][C:9]#[C:10][CH2:11][N:12]2[CH:16]=[C:15]([C:17]3[N:25](COCC[Si](C)(C)C)[C:24]4[C:23](=[O:34])[N:22]([CH2:35][CH2:36][CH3:37])[C:21](=[O:38])[N:20]([CH2:39][CH2:40][CH3:41])[C:19]=4[N:18]=3)[CH:14]=[N:13]2)[CH2:4][CH2:3]1.Cl. The yield is 0.520. The catalyst is C(O)C.